Dataset: Full USPTO retrosynthesis dataset with 1.9M reactions from patents (1976-2016). Task: Predict the reactants needed to synthesize the given product. (1) Given the product [CH2:19]([NH:26][C:2]1[N:6]2[CH:7]=[C:8]([S:11]([N:14]([CH2:17][CH3:18])[CH2:15][CH3:16])(=[O:13])=[O:12])[CH:9]=[CH:10][C:5]2=[N:4][N:3]=1)[C:20]1[CH:25]=[CH:24][CH:23]=[CH:22][CH:21]=1, predict the reactants needed to synthesize it. The reactants are: Cl[C:2]1[N:6]2[CH:7]=[C:8]([S:11]([N:14]([CH2:17][CH3:18])[CH2:15][CH3:16])(=[O:13])=[O:12])[CH:9]=[CH:10][C:5]2=[N:4][N:3]=1.[CH2:19]([NH2:26])[C:20]1[CH:25]=[CH:24][CH:23]=[CH:22][CH:21]=1. (2) Given the product [C:1]([NH:9][C:10]([NH:28][C:24]1[CH:23]=[C:22]([CH2:21][CH2:20][C:15]2[CH:16]=[CH:17][CH:18]=[CH:19][C:14]=2[O:13][CH3:12])[CH:27]=[CH:26][N:25]=1)=[O:11])(=[O:8])[C:2]1[CH:7]=[CH:6][CH:5]=[CH:4][CH:3]=1, predict the reactants needed to synthesize it. The reactants are: [C:1]([N:9]=[C:10]=[O:11])(=[O:8])[C:2]1[CH:7]=[CH:6][CH:5]=[CH:4][CH:3]=1.[CH3:12][O:13][C:14]1[CH:19]=[CH:18][CH:17]=[CH:16][C:15]=1[CH2:20][CH2:21][C:22]1[CH:27]=[CH:26][N:25]=[C:24]([NH2:28])[CH:23]=1. (3) Given the product [F:21][C:22]1[CH:27]=[C:26]([CH:25]=[CH:24][C:23]=1[C:2]1[CH:7]=[CH:6][C:5]([O:8][CH2:9][CH:10]2[CH2:15][CH2:14][N:13]([CH2:16][C:17]([F:20])([CH3:19])[CH3:18])[CH2:12][CH2:11]2)=[CH:4][N:3]=1)[C:28]([O:30][CH3:31])=[O:29], predict the reactants needed to synthesize it. The reactants are: Cl[C:2]1[CH:7]=[CH:6][C:5]([O:8][CH2:9][CH:10]2[CH2:15][CH2:14][N:13]([CH2:16][C:17]([F:20])([CH3:19])[CH3:18])[CH2:12][CH2:11]2)=[CH:4][N:3]=1.[F:21][C:22]1[CH:27]=[C:26]([C:28]([O:30][CH3:31])=[O:29])[CH:25]=[CH:24][C:23]=1B(O)O.C([O-])([O-])=O.[Na+].[Na+]. (4) Given the product [CH3:32][N:34]([CH3:37])[C:35]([NH:1][C:2]1[CH:11]=[C:10]([C:12]2[C:21]3[C:16](=[CH:17][C:18]([O:27][CH2:28][CH3:29])=[C:19]4[O:24][C:23]([CH3:26])([CH3:25])[CH2:22][C:20]4=3)[CH2:15][C:14]([CH3:30])([CH3:31])[N:13]=2)[CH:9]=[CH:8][C:3]=1[C:4]([O:6][CH3:7])=[O:5])=[O:40], predict the reactants needed to synthesize it. The reactants are: [NH2:1][C:2]1[CH:11]=[C:10]([C:12]2[C:21]3[C:16](=[CH:17][C:18]([O:27][CH2:28][CH3:29])=[C:19]4[O:24][C:23]([CH3:26])([CH3:25])[CH2:22][C:20]4=3)[CH2:15][C:14]([CH3:31])([CH3:30])[N:13]=2)[CH:9]=[CH:8][C:3]=1[C:4]([O:6][CH3:7])=[O:5].[CH2:32]([N:34]([CH2:37]C)[CH2:35]C)C.C(Cl)(=O)[O:40]C1C=CC([N+]([O-])=O)=CC=1.CNC.O1CCCC1.C(=O)([O-])O.[Na+]. (5) Given the product [CH2:25]([N:32]1[CH2:37][CH2:36][CH:35]([CH2:38][N:15]2[C:14](=[O:17])[N:11]3[N:12]=[CH:13][C:8]([C:5]4[CH:6]=[CH:7][C:2]([Cl:1])=[CH:3][CH:4]=4)=[C:9]([C:18]4[CH:23]=[CH:22][C:21]([Cl:24])=[CH:20][CH:19]=4)[C:10]3=[N:16]2)[CH2:34][CH2:33]1)[C:26]1[CH:31]=[CH:30][CH:29]=[CH:28][CH:27]=1, predict the reactants needed to synthesize it. The reactants are: [Cl:1][C:2]1[CH:7]=[CH:6][C:5]([C:8]2[CH:13]=[N:12][N:11]3[C:14](=[O:17])[NH:15][N:16]=[C:10]3[C:9]=2[C:18]2[CH:23]=[CH:22][C:21]([Cl:24])=[CH:20][CH:19]=2)=[CH:4][CH:3]=1.[CH2:25]([N:32]1[CH2:37][CH2:36][CH:35]([CH2:38]O)[CH2:34][CH2:33]1)[C:26]1[CH:31]=[CH:30][CH:29]=[CH:28][CH:27]=1.C1(P(C2C=CC=CC=2)C2C=CC=CC=2)C=CC=CC=1.N(C(OCC)=O)=NC(OCC)=O. (6) Given the product [CH3:12][O:11][C:3]1[CH:4]=[C:5]([N+:8]([O-:10])=[O:9])[CH:6]=[CH:7][C:2]=1[N:16]1[CH2:17][CH2:18][C@@H:14]([OH:13])[CH2:15]1, predict the reactants needed to synthesize it. The reactants are: Cl[C:2]1[CH:7]=[CH:6][C:5]([N+:8]([O-:10])=[O:9])=[CH:4][C:3]=1[O:11][CH3:12].[OH:13][CH:14]1[CH2:18][CH2:17][NH:16][CH2:15]1.O. (7) Given the product [CH3:11][N:6]1[C:7]2[C:3](=[C:2]([CH2:17][C:16]([CH3:18])=[O:15])[CH:10]=[CH:9][CH:8]=2)[CH:4]=[CH:5]1, predict the reactants needed to synthesize it. The reactants are: Cl[C:2]1[CH:10]=[CH:9][CH:8]=[C:7]2[C:3]=1[CH:4]=[CH:5][N:6]2[CH3:11].C([O:15][C:16]([CH3:18])=[CH2:17])(=O)C.C[O-].C([Sn+](CCCC)CCCC)CCC.C1(P(C2CCCCC2)C2C=CC=CC=2C2C=CC=CC=2N(C)C)CCCCC1.